From a dataset of Catalyst prediction with 721,799 reactions and 888 catalyst types from USPTO. Predict which catalyst facilitates the given reaction. (1) Reactant: [NH:1]1[CH2:5][CH2:4][CH:3]([CH2:6][OH:7])[CH2:2]1.C(N(CC)CC)C.Cl[C:16]([O:18][CH2:19][C:20]1[CH:25]=[CH:24][CH:23]=[CH:22][CH:21]=1)=[O:17]. Product: [OH:7][CH2:6][CH:3]1[CH2:4][CH2:5][N:1]([C:16]([O:18][CH2:19][C:20]2[CH:25]=[CH:24][CH:23]=[CH:22][CH:21]=2)=[O:17])[CH2:2]1. The catalyst class is: 4. (2) Reactant: [CH:1]1([C:7](C([O-])=O)(O)[C:8]([CH:13]2C[CH2:17][CH2:16][CH2:15][CH2:14]2)([OH:12])C([O-])=O)CCCCC1.C(OO)(C)(C)C.CCCCCCCCCC. Product: [CH2:1]=[CH:7][C@H:8]([OH:12])[CH2:13][CH2:14][CH2:15][C:16]#[CH:17]. The catalyst class is: 2. (3) Reactant: [Br:1][C:2]1[CH:7]=[C:6]([C:8]([F:11])([F:10])[F:9])[C:5]([N:12]([CH2:18][C:19]2[CH:24]=[CH:23][CH:22]=[C:21]([C:25]([F:28])([F:27])[F:26])[CH:20]=2)[C:13](=[O:17])[O:14][CH2:15][CH3:16])=[C:4]([N+:29]([O-])=O)[CH:3]=1.[BH4-].[Na+].Cl.C(=O)(O)[O-].[Na+]. Product: [NH2:29][C:4]1[CH:3]=[C:2]([Br:1])[CH:7]=[C:6]([C:8]([F:9])([F:10])[F:11])[C:5]=1[N:12]([CH2:18][C:19]1[CH:24]=[CH:23][CH:22]=[C:21]([C:25]([F:28])([F:26])[F:27])[CH:20]=1)[C:13](=[O:17])[O:14][CH2:15][CH3:16]. The catalyst class is: 652. (4) Reactant: [C:1]([C@@H:4]1[CH2:7][C@H:6](C(O)=O)[C:5]1([CH3:12])[CH3:11])(=[O:3])[CH3:2].C([N:15]([CH2:18]C)CC)C.C1(P(N=[N+]=[N-])(C2C=CC=CC=2)=[O:27])C=CC=CC=1.[CH2:37]([OH:44])[C:38]1[CH:43]=[CH:42][CH:41]=[CH:40][CH:39]=1. The catalyst class is: 11. Product: [C:1]([C@@H:4]1[CH2:7][C@H:6]([NH:15][C:18](=[O:27])[O:44][CH2:37][C:38]2[CH:43]=[CH:42][CH:41]=[CH:40][CH:39]=2)[C:5]1([CH3:11])[CH3:12])(=[O:3])[CH3:2]. (5) The catalyst class is: 8. Reactant: [Cl:1][C:2]1[CH:3]=[C:4]([CH:9]([CH2:17][CH:18]2[CH2:22][CH2:21][CH:20]([O:23]C3CCCCO3)[CH2:19]2)[C:10]([NH:12][C:13]([NH:15][CH3:16])=[O:14])=[O:11])[CH:5]=[CH:6][C:7]=1[Cl:8].C1(C)C=CC(S([O-])(=O)=O)=CC=1.[NH+]1C=CC=CC=1. Product: [Cl:1][C:2]1[CH:3]=[C:4]([CH:9]([CH2:17][CH:18]2[CH2:22][CH2:21][CH:20]([OH:23])[CH2:19]2)[C:10]([NH:12][C:13]([NH:15][CH3:16])=[O:14])=[O:11])[CH:5]=[CH:6][C:7]=1[Cl:8]. (6) Reactant: [Cl:1][C:2]1[CH:3]=[C:4]([CH2:8][CH2:9][NH:10][C:11]2[CH:16]=[CH:15][NH:14][C:13](=[O:17])[C:12]=2[C:18]2[NH:19][C:20]3[C:26]([C:27]([OH:29])=O)=[CH:25][CH:24]=[CH:23][C:21]=3[N:22]=2)[CH:5]=[CH:6][CH:7]=1.[CH2:30]([NH2:37])[C:31]1[CH:36]=[CH:35][CH:34]=[CH:33][CH:32]=1.CCN(C(C)C)C(C)C.CN(C(ON1N=NC2C=CC=NC1=2)=[N+](C)C)C.F[P-](F)(F)(F)(F)F.FC1C=C(C=CC=1)CNC(C1C2NC(C3C(=O)NC=CC=3NC[C@@H](O)C3C=CC=CC=3)=NC=2C=CC=1)=O. Product: [CH2:30]([NH:37][C:27]([C:26]1[C:20]2[NH:19][C:18]([C:12]3[C:13](=[O:17])[NH:14][CH:15]=[CH:16][C:11]=3[NH:10][CH2:9][CH2:8][C:4]3[CH:5]=[CH:6][CH:7]=[C:2]([Cl:1])[CH:3]=3)=[N:22][C:21]=2[CH:23]=[CH:24][CH:25]=1)=[O:29])[C:31]1[CH:36]=[CH:35][CH:34]=[CH:33][CH:32]=1. The catalyst class is: 3. (7) Product: [Cl:35][C:36]1[CH:37]=[C:38]([N:43]2[C:47](=[O:48])[C@@:46]3([C@H:52]([C:53]4[CH:54]=[CH:55][C:56]([C:57]#[N:58])=[CH:59][CH:60]=4)[CH2:51][N:50]([C:11]([C:7]4[CH:6]=[C:5]5[C:10](=[CH:9][CH:8]=4)[N:1]=[CH:2][CH:3]=[N:4]5)=[O:13])[CH2:49]3)[N:45]([CH3:61])[C:44]2=[O:62])[CH:39]=[C:40]([Cl:42])[CH:41]=1. Reactant: [N:1]1[C:10]2[C:5](=[CH:6][C:7]([C:11]([OH:13])=O)=[CH:8][CH:9]=2)[N:4]=[CH:3][CH:2]=1.CCN=C=NCCCN(C)C.C1C=CC2N(O)N=NC=2C=1.[Cl:35][C:36]1[CH:37]=[C:38]([N:43]2[C:47](=[O:48])[C@@:46]3([C@H:52]([C:53]4[CH:60]=[CH:59][C:56]([C:57]#[N:58])=[CH:55][CH:54]=4)[CH2:51][NH:50][CH2:49]3)[N:45]([CH3:61])[C:44]2=[O:62])[CH:39]=[C:40]([Cl:42])[CH:41]=1. The catalyst class is: 3. (8) Reactant: [C:15]([C:14]1[CH:18]=[CH:19][C:20]([O:21][CH3:22])=[C:12]([S:11][S:11][C:12]2[CH:13]=[C:14]([CH:18]=[CH:19][C:20]=2[O:21][CH3:22])[C:15]([OH:17])=[O:16])[CH:13]=1)([OH:17])=[O:16].[BH4-].[Na+].Br[CH2:28][CH2:29][C:30]1[CH:35]=[CH:34][CH:33]=[C:32]([CH3:36])[CH:31]=1.C(N(CC)CC)C. The catalyst class is: 100. Product: [CH3:22][O:21][C:20]1[CH:19]=[CH:18][C:14]([C:15]([OH:17])=[O:16])=[CH:13][C:12]=1[S:11][CH2:28][CH2:29][C:30]1[CH:31]=[C:32]([CH3:36])[CH:33]=[CH:34][CH:35]=1. (9) Reactant: CC(O)=O.C([N:12]1[CH2:17][CH2:16][C:15]([OH:21])([C:18]([NH2:20])=[O:19])[CH2:14][CH2:13]1)C1C=CC=CC=1. Product: [OH:21][C:15]1([C:18]([NH2:20])=[O:19])[CH2:16][CH2:17][NH:12][CH2:13][CH2:14]1. The catalyst class is: 19. (10) The catalyst class is: 3. Product: [CH3:14][C@H:9]1[C:8](=[O:15])[O:7][CH2:6][C@@H:5]([C:16]2[CH:21]=[CH:20][CH:19]=[CH:18][CH:17]=2)[NH:4][C:3](=[O:22])[C@H:2]([NH:1][C:30](=[O:32])[CH3:31])[CH2:13][CH:12]=[CH:11][CH2:10]1. Reactant: [NH2:1][C@@H:2]1[CH2:13][CH:12]=[CH:11][CH2:10][C@@H:9]([CH3:14])[C:8](=[O:15])[O:7][CH2:6][C@@H:5]([C:16]2[CH:21]=[CH:20][CH:19]=[CH:18][CH:17]=2)[NH:4][C:3]1=[O:22].CCN(CC)CC.[C:30](OC(=O)C)(=[O:32])[CH3:31].